From a dataset of Catalyst prediction with 721,799 reactions and 888 catalyst types from USPTO. Predict which catalyst facilitates the given reaction. (1) Reactant: [C:1]([O:4][CH2:5][C@@:6]([NH:27][C:28](=[O:30])[CH3:29])([CH3:26])[CH2:7][CH2:8][C:9]1[N:10]([CH3:25])[C:11]([C:14]#[C:15][CH2:16][CH2:17][CH2:18][C:19]2[CH:24]=[CH:23][CH:22]=[CH:21][CH:20]=2)=[CH:12][CH:13]=1)(=[O:3])[CH3:2]. Product: [C:1]([O:4][CH2:5][C@@:6]([NH:27][C:28](=[O:30])[CH3:29])([CH3:26])[CH2:7][CH2:8][C:9]1[N:10]([CH3:25])[C:11]([CH2:14][CH2:15][CH2:16][CH2:17][CH2:18][C:19]2[CH:20]=[CH:21][CH:22]=[CH:23][CH:24]=2)=[CH:12][CH:13]=1)(=[O:3])[CH3:2]. The catalyst class is: 19. (2) Reactant: [Br:1][CH2:2][CH2:3][NH2:4].[C:5](O[C:5]([O:7][C:8]([CH3:11])([CH3:10])[CH3:9])=[O:6])([O:7][C:8]([CH3:11])([CH3:10])[CH3:9])=[O:6].C1COCC1.C(=O)([O-])O.[Na+]. Product: [Br:1][CH2:2][CH2:3][NH:4][C:5](=[O:6])[O:7][C:8]([CH3:11])([CH3:10])[CH3:9]. The catalyst class is: 84. (3) Reactant: [CH2:1]([OH:7])[CH2:2][CH2:3][CH2:4][CH2:5][CH3:6].[C:8](OC)(=[O:11])[CH:9]=[CH2:10].COCCOCCOCCOCCOC. Product: [C:8]([O:7][CH2:1][CH2:2][CH2:3][CH2:4][CH2:5][CH3:6])(=[O:11])[CH:9]=[CH2:10]. The catalyst class is: 6. (4) Reactant: [Br:1][C:2]1[CH:3]=[C:4]([F:11])[C:5]([C:8](O)=[O:9])=[N:6][CH:7]=1.[CH3:12][NH:13][O:14][CH3:15].Cl.F[P-](F)(F)(F)(F)F.N1(OC(N(C)C)=[N+](C)C)C2N=CC=CC=2N=N1.C(N(CC)CC)C.C([O-])([O-])=O.[Na+].[Na+]. The catalyst class is: 31. Product: [Br:1][C:2]1[CH:3]=[C:4]([F:11])[C:5]([C:8]([N:13]([O:14][CH3:15])[CH3:12])=[O:9])=[N:6][CH:7]=1. (5) Reactant: [O:1]=[C:2]1[C:10]2[C:5](=[CH:6][CH:7]=[CH:8][CH:9]=2)[C:4](=[O:11])[N:3]1[C:12]([CH3:16])([CH3:15])[CH:13]=[O:14].[CH2:17]([OH:35])[CH2:18][CH2:19][CH2:20][CH2:21][CH2:22][CH2:23][CH2:24]/[CH:25]=[CH:26]\[CH2:27]/[CH:28]=[CH:29]\[CH2:30][CH2:31][CH2:32][CH2:33][CH3:34].[C:36]1([CH3:46])[CH:41]=[CH:40][C:39](S([O-])(=O)=O)=[CH:38][CH:37]=1.[NH+]1[CH:52]=[CH:51][CH:50]=[CH:49][CH:48]=1. Product: [CH3:15][C:12]([N:3]1[C:4](=[O:11])[C:5]2[C:10](=[CH:9][CH:8]=[CH:7][CH:6]=2)[C:2]1=[O:1])([CH3:16])[CH:13]([O:35][CH2:17][CH2:18][CH2:19][CH2:20][CH2:21][CH2:22][CH2:23][CH2:24]/[CH:25]=[CH:26]\[CH2:27]/[CH:28]=[CH:29]\[CH2:30][CH2:31][CH2:32][CH2:33][CH3:34])[O:14][CH2:48][CH2:49][CH2:50][CH2:51][CH2:52][CH2:8][CH2:7][CH2:6]/[CH:5]=[CH:10]\[CH2:9]/[CH:37]=[CH:38]\[CH2:39][CH2:40][CH2:41][CH2:36][CH3:46]. The catalyst class is: 4. (6) Reactant: [Br:1][C:2]1[CH:3]=[C:4]([CH:9]=[C:10]([NH:14][CH2:15][CH2:16][CH2:17][CH3:18])[C:11]=1[O:12]C)[C:5]([O:7][CH3:8])=[O:6].B(Br)(Br)Br. Product: [Br:1][C:2]1[CH:3]=[C:4]([CH:9]=[C:10]([NH:14][CH2:15][CH2:16][CH2:17][CH3:18])[C:11]=1[OH:12])[C:5]([O:7][CH3:8])=[O:6]. The catalyst class is: 2. (7) Reactant: [CH:1]1([N:5]([C:14]([C:16]2[N:17]=[CH:18][N:19]([CH3:21])[CH:20]=2)=[O:15])[CH2:6][C:7]([O:9]C(C)(C)C)=[O:8])[CH2:4][CH2:3][CH2:2]1.[ClH:22].C(OCC)(=O)C. Product: [ClH:22].[CH:1]1([N:5]([C:14]([C:16]2[N:17]=[CH:18][N:19]([CH3:21])[CH:20]=2)=[O:15])[CH2:6][C:7]([OH:9])=[O:8])[CH2:4][CH2:3][CH2:2]1. The catalyst class is: 13.